This data is from Forward reaction prediction with 1.9M reactions from USPTO patents (1976-2016). The task is: Predict the product of the given reaction. (1) Given the reactants [Cl:1][C:2]1[CH:11]=[CH:10][C:5]([C:6]([O:8][CH3:9])=[O:7])=[C:4]([NH:12][CH2:13][CH2:14][CH2:15][OH:16])[C:3]=1[NH:17][C:18](=S)[NH:19][C:20]1[C:21]([O:29][CH3:30])=[N:22][C:23]([CH3:28])=[N:24][C:25]=1[O:26][CH3:27].Cl.C(N=C=NCCCN(C)C)C.C(N(CC)CC)C, predict the reaction product. The product is: [Cl:1][C:2]1[C:3]2[N:17]=[C:18]([NH:19][C:20]3[C:21]([O:29][CH3:30])=[N:22][C:23]([CH3:28])=[N:24][C:25]=3[O:26][CH3:27])[N:12]([CH2:13][CH2:14][CH2:15][OH:16])[C:4]=2[C:5]([C:6]([O:8][CH3:9])=[O:7])=[CH:10][CH:11]=1. (2) Given the reactants [CH2:1]([OH:4])[C:2]#[CH:3].[H-].[Na+].[CH2:7]([O:9][C:10](=[O:13])[CH2:11]Br)[CH3:8].Cl, predict the reaction product. The product is: [CH2:7]([O:9][C:10](=[O:13])[CH2:11][O:4][CH2:1][C:2]#[CH:3])[CH3:8]. (3) Given the reactants [Si:1]([O:8][CH2:9][C@@H:10]([C:12]1[CH:17]=[CH:16][N:15]=[CH:14][CH:13]=1)[OH:11])([C:4]([CH3:7])([CH3:6])[CH3:5])([CH3:3])[CH3:2].C(N(CC)CC)C.[CH3:25][S:26](Cl)(=[O:28])=[O:27], predict the reaction product. The product is: [CH3:25][S:26]([O:11][C@H:10]([C:12]1[CH:13]=[CH:14][N:15]=[CH:16][CH:17]=1)[CH2:9][O:8][Si:1]([C:4]([CH3:7])([CH3:6])[CH3:5])([CH3:3])[CH3:2])(=[O:28])=[O:27]. (4) Given the reactants C[O:2][C:3]1[CH:20]=[CH:19][C:18]2[C@@H:17]3[C@H:8]([C@H:9]4[C@@:13]([CH2:15][CH2:16]3)([CH3:14])[C@@H:12]([OH:21])[CH2:11][CH2:10]4)[C@H:7]([CH2:22][CH:23]=[CH2:24])[CH2:6][C:5]=2[CH:4]=1.[F:25][C:26]([F:52])([C:42]([F:51])([F:50])[C:43]([F:49])([F:48])[C:44]([F:47])([F:46])[F:45])[CH2:27][CH2:28][CH:29]([CH2:35][CH2:36][CH2:37][CH2:38][CH2:39]C=C)[C:30]([O:32]CC)=[O:31], predict the reaction product. The product is: [OH:2][C:3]1[CH:20]=[CH:19][C:18]2[C@@H:17]3[C@H:8]([C@H:9]4[C@@:13]([CH2:15][CH2:16]3)([CH3:14])[C@@H:12]([OH:21])[CH2:11][CH2:10]4)[C@H:7]([CH2:6][CH2:5][CH2:4][CH2:39][CH2:38][CH2:37][CH2:36][CH2:35][CH:29]([CH2:28][CH2:27][C:26]([F:25])([F:52])[C:42]([F:50])([F:51])[C:43]([F:48])([F:49])[C:44]([F:45])([F:47])[F:46])[C:30]([OH:32])=[O:31])[CH2:22][C:23]=2[CH:24]=1.